From a dataset of Full USPTO retrosynthesis dataset with 1.9M reactions from patents (1976-2016). Predict the reactants needed to synthesize the given product. The reactants are: [CH2:1]([O:4][C:5]1[C:6]([CH2:38][CH3:39])=[C:7]([CH2:27][C:28]([N:30]([CH2:35][CH2:36][OH:37])[CH2:31][CH2:32][O:33][CH3:34])=[O:29])[C:8]([C:15](=[O:26])[C:16]2[CH:21]=[CH:20][C:19]([S:22]([CH3:25])(=[O:24])=[O:23])=[CH:18][CH:17]=2)=[C:9]([O:11][CH2:12][CH:13]=[CH2:14])[CH:10]=1)[CH:2]=[CH2:3].[H-].[Na+].[CH3:42]I.[Cl-].[NH4+]. Given the product [CH2:1]([O:4][C:5]1[C:6]([CH2:38][CH3:39])=[C:7]([CH2:27][C:28]([N:30]([CH2:35][CH2:36][O:37][CH3:42])[CH2:31][CH2:32][O:33][CH3:34])=[O:29])[C:8]([C:15](=[O:26])[C:16]2[CH:17]=[CH:18][C:19]([S:22]([CH3:25])(=[O:23])=[O:24])=[CH:20][CH:21]=2)=[C:9]([O:11][CH2:12][CH:13]=[CH2:14])[CH:10]=1)[CH:2]=[CH2:3], predict the reactants needed to synthesize it.